The task is: Predict the product of the given reaction.. This data is from Forward reaction prediction with 1.9M reactions from USPTO patents (1976-2016). (1) Given the reactants [CH2:1]([N:3]1[C:8](=[O:9])[C:7]2=[N:10][O:11][C:12]([CH3:13])=[C:6]2[C:5]([C:14]2[CH:19]=[CH:18][CH:17]=[CH:16][CH:15]=2)=[N:4]1)[CH3:2], predict the reaction product. The product is: [C:12]([C:6]1[C:5]([C:14]2[CH:15]=[CH:16][CH:17]=[CH:18][CH:19]=2)=[N:4][N:3]([CH2:1][CH3:2])[C:8](=[O:9])[C:7]=1[NH2:10])(=[O:11])[CH3:13]. (2) Given the reactants [CH3:1][O:2][C:3]1[CH:4]=[C:5]([C:15]2[C:19]3[CH2:20][CH2:21][CH2:22][C:23](=O)[C:18]=3[O:17][N:16]=2)[CH:6]=[CH:7][C:8]=1[N:9]1[CH:13]=[C:12]([CH3:14])[N:11]=[CH:10]1.[F:25][C:26]1[CH:32]=[CH:31][C:29]([NH2:30])=[CH:28][CH:27]=1.C(O)C.[BH4-].[Na+], predict the reaction product. The product is: [F:25][C:26]1[CH:32]=[CH:31][C:29]([NH:30][CH:23]2[C:18]3[O:17][N:16]=[C:15]([C:5]4[CH:6]=[CH:7][C:8]([N:9]5[CH:13]=[C:12]([CH3:14])[N:11]=[CH:10]5)=[C:3]([O:2][CH3:1])[CH:4]=4)[C:19]=3[CH2:20][CH2:21][CH2:22]2)=[CH:28][CH:27]=1. (3) Given the reactants [NH:1]([C:10]([O:12][CH2:13][CH2:14][C:15]1[S:16][C:17]([CH2:20][CH2:21][C:22]2[CH:27]=[CH:26][C:25]([N:28]3[CH2:33][CH2:32][N:31]([C:34](=[O:36])[CH3:35])[CH2:30][CH2:29]3)=[CH:24][N:23]=2)=[CH:18][CH:19]=1)=[O:11])[NH:2]C(OC(C)(C)C)=O.O1CCOCC1.Cl.Cl, predict the reaction product. The product is: [NH:1]([C:10]([O:12][CH2:13][CH2:14][C:15]1[S:16][C:17]([CH2:20][CH2:21][C:22]2[CH:27]=[CH:26][C:25]([N:28]3[CH2:29][CH2:30][N:31]([C:34](=[O:36])[CH3:35])[CH2:32][CH2:33]3)=[CH:24][N:23]=2)=[CH:18][CH:19]=1)=[O:11])[NH2:2]. (4) Given the reactants [Si:1]([O:8][C@H:9]1[CH2:13][C@H:12]([C:14]([OH:16])=O)[C@H:11]([CH2:17][CH3:18])[CH2:10]1)([C:4]([CH3:7])([CH3:6])[CH3:5])([CH3:3])[CH3:2].[NH:19]([C:21]1[N:22]=[C:23]2[CH:29]=[CH:28][N:27]([S:30]([C:33]3[CH:39]=[CH:38][C:36]([CH3:37])=[CH:35][CH:34]=3)(=[O:32])=[O:31])[C:24]2=[N:25][CH:26]=1)[NH2:20].CN(C(ON1N=NC2C=CC=NC1=2)=[N+](C)C)C.F[P-](F)(F)(F)(F)F, predict the reaction product. The product is: [Si:1]([O:8][CH:9]1[CH2:13][CH:12]([C:14]([NH:20][NH:19][C:21]2[N:22]=[C:23]3[CH:29]=[CH:28][N:27]([S:30]([C:33]4[CH:39]=[CH:38][C:36]([CH3:37])=[CH:35][CH:34]=4)(=[O:32])=[O:31])[C:24]3=[N:25][CH:26]=2)=[O:16])[CH:11]([CH2:17][CH3:18])[CH2:10]1)([C:4]([CH3:5])([CH3:6])[CH3:7])([CH3:2])[CH3:3]. (5) Given the reactants [CH3:1][C:2]1([CH3:31])[CH2:11][CH:10]=[C:9]([C:12]2[S:13][C:14]([CH3:17])=[CH:15][N:16]=2)[C:8]2[CH:7]=[C:6]([C:18]#[C:19][C:20]3[CH:30]=[CH:29][C:23]([C:24]([O:26]CC)=[O:25])=[CH:22][CH:21]=3)[CH:5]=[CH:4][C:3]1=2.[OH-].[Na+], predict the reaction product. The product is: [CH3:1][C:2]1([CH3:31])[CH2:11][CH:10]=[C:9]([C:12]2[S:13][C:14]([CH3:17])=[CH:15][N:16]=2)[C:8]2[CH:7]=[C:6]([C:18]#[C:19][C:20]3[CH:21]=[CH:22][C:23]([C:24]([OH:26])=[O:25])=[CH:29][CH:30]=3)[CH:5]=[CH:4][C:3]1=2. (6) Given the reactants [CH2:1]([NH:8][C:9](=[O:15])[CH2:10][C:11](=[O:14])[CH2:12]Br)[C:2]1[CH:7]=[CH:6][CH:5]=[CH:4][CH:3]=1.C([O-])=[O:17].[K+], predict the reaction product. The product is: [CH2:1]([NH:8][C:9](=[O:15])[CH2:10][C:11](=[O:14])[CH2:12][OH:17])[C:2]1[CH:7]=[CH:6][CH:5]=[CH:4][CH:3]=1. (7) Given the reactants [CH3:1][N:2]1[N:18]=[CH:17][C:16]2[NH:15][C:14](=[O:19])[C@@H:13]([CH:20]([CH3:22])[CH3:21])[CH2:12][CH2:11][CH2:10][C@H:9]([NH:23]C(=O)OC(C)(C)C)[C:8]3[CH:31]=[C:4]([CH:5]=[CH:6][N:7]=3)[C:3]1=2.O1CCOCC1.[ClH:38], predict the reaction product. The product is: [ClH:38].[NH2:23][C@@H:9]1[C:8]2[CH:31]=[C:4]([CH:5]=[CH:6][N:7]=2)[C:3]2[N:2]([CH3:1])[N:18]=[CH:17][C:16]=2[NH:15][C:14](=[O:19])[C@@H:13]([CH:20]([CH3:22])[CH3:21])[CH2:12][CH2:11][CH2:10]1. (8) Given the reactants [NH2:1][C:2]1[CH:7]=[CH:6][CH:5]=[CH:4][CH:3]=1.C(=O)([O-])[O-].[K+].[K+].O.[Cl:15][CH2:16][CH2:17][C:18](Cl)=[O:19], predict the reaction product. The product is: [Cl:15][CH2:16][CH2:17][C:18]([NH:1][C:2]1[CH:7]=[CH:6][CH:5]=[CH:4][CH:3]=1)=[O:19]. (9) Given the reactants [OH-:1].[K+].[NH2:3]O.Cl.[F:6][C:7]1[CH:8]=[CH:9][C:10]([N:13]([C:26]2[N:30]([CH3:31])[C:29]3[CH:32]=[CH:33][CH:34]=[CH:35][C:28]=3[N:27]=2)[CH2:14][CH2:15][CH2:16][CH2:17][CH2:18][CH2:19][CH2:20][C:21]([O:23]CC)=O)=[N:11][CH:12]=1, predict the reaction product. The product is: [NH2:3][OH:1].[F:6][C:7]1[CH:8]=[CH:9][C:10]([N:13]([C:26]2[N:30]([CH3:31])[C:29]3[CH:32]=[CH:33][CH:34]=[CH:35][C:28]=3[N:27]=2)[CH2:14][CH2:15][CH2:16][CH2:17][CH2:18][CH2:19][CH2:20][C:21]([NH:3][OH:1])=[O:23])=[N:11][CH:12]=1.